From a dataset of NCI-60 drug combinations with 297,098 pairs across 59 cell lines. Regression. Given two drug SMILES strings and cell line genomic features, predict the synergy score measuring deviation from expected non-interaction effect. (1) Drug 1: CN(C)C1=NC(=NC(=N1)N(C)C)N(C)C. Drug 2: CC1=C(C(=O)C2=C(C1=O)N3CC4C(C3(C2COC(=O)N)OC)N4)N. Cell line: SNB-75. Synergy scores: CSS=33.6, Synergy_ZIP=4.15, Synergy_Bliss=5.77, Synergy_Loewe=-69.1, Synergy_HSA=4.43. (2) Cell line: NCI-H460. Drug 1: CC1=C(N=C(N=C1N)C(CC(=O)N)NCC(C(=O)N)N)C(=O)NC(C(C2=CN=CN2)OC3C(C(C(C(O3)CO)O)O)OC4C(C(C(C(O4)CO)O)OC(=O)N)O)C(=O)NC(C)C(C(C)C(=O)NC(C(C)O)C(=O)NCCC5=NC(=CS5)C6=NC(=CS6)C(=O)NCCC[S+](C)C)O. Drug 2: COCCOC1=C(C=C2C(=C1)C(=NC=N2)NC3=CC=CC(=C3)C#C)OCCOC.Cl. Synergy scores: CSS=55.5, Synergy_ZIP=4.12, Synergy_Bliss=5.75, Synergy_Loewe=-13.1, Synergy_HSA=5.16.